From a dataset of Reaction yield outcomes from USPTO patents with 853,638 reactions. Predict the reaction yield, written as a fraction of the theoretical maximum amount of product (1.0 means a 100% yield; for example, 0.34 means a 34% yield). (1) The reactants are [C:1]([NH:4][CH2:5][CH2:6][CH:7]([NH:15]C(=O)OC(C)(C)C)[C:8]1[CH:13]=[CH:12][C:11]([Cl:14])=[CH:10][CH:9]=1)(=[O:3])[CH3:2].C(O)(C(F)(F)F)=O. No catalyst specified. The product is [NH2:15][CH:7]([C:8]1[CH:9]=[CH:10][C:11]([Cl:14])=[CH:12][CH:13]=1)[CH2:6][CH2:5][NH:4][C:1](=[O:3])[CH3:2]. The yield is 0.396. (2) The reactants are Br[C:2]1[CH:7]=[CH:6][C:5]([N+:8]([O-:10])=[O:9])=[CH:4][CH:3]=1.[CH3:11][O:12][C:13]1[CH:19]=[CH:18][C:16]([NH2:17])=[CH:15][CH:14]=1. The catalyst is O1CCOCC1.CCOCC.C([O-])(=O)C.[Pd+2].C([O-])(=O)C.C1C=CC(P(C2C(C3C(P(C4C=CC=CC=4)C4C=CC=CC=4)=CC=C4C=3C=CC=C4)=C3C(C=CC=C3)=CC=2)C2C=CC=CC=2)=CC=1. The product is [CH3:11][O:12][C:13]1[CH:19]=[CH:18][C:16]([NH:17][C:2]2[CH:7]=[CH:6][C:5]([N+:8]([O-:10])=[O:9])=[CH:4][CH:3]=2)=[CH:15][CH:14]=1. The yield is 0.580. (3) The yield is 0.740. The reactants are [Si:1]([O:18][CH2:19][C:20]1[S:24][C:23]([C:25](=O)[CH2:26][CH2:27][C:28](=O)[CH:29]([C:37]2[CH:42]=[CH:41][C:40]([S:43]([CH:46]3[CH2:48][CH2:47]3)(=[O:45])=[O:44])=[CH:39][CH:38]=2)[CH2:30][CH:31]2[CH2:36][CH2:35][O:34][CH2:33][CH2:32]2)=[N:22][N:21]=1)([C:14]([CH3:17])([CH3:16])[CH3:15])([C:8]1[CH:13]=[CH:12][CH:11]=[CH:10][CH:9]=1)[C:2]1[CH:7]=[CH:6][CH:5]=[CH:4][CH:3]=1.C([O-])(=O)C.[NH4+:55].C(=O)([O-])O.[Na+]. The catalyst is C(O)(=O)C.C(OCC)(=O)C. The product is [Si:1]([O:18][CH2:19][C:20]1[S:24][C:23]([C:25]2[NH:55][C:28]([CH:29]([C:37]3[CH:42]=[CH:41][C:40]([S:43]([CH:46]4[CH2:47][CH2:48]4)(=[O:44])=[O:45])=[CH:39][CH:38]=3)[CH2:30][CH:31]3[CH2:32][CH2:33][O:34][CH2:35][CH2:36]3)=[CH:27][CH:26]=2)=[N:22][N:21]=1)([C:14]([CH3:16])([CH3:15])[CH3:17])([C:8]1[CH:13]=[CH:12][CH:11]=[CH:10][CH:9]=1)[C:2]1[CH:3]=[CH:4][CH:5]=[CH:6][CH:7]=1. (4) The reactants are [Cl:1][C:2]1[N:9]=[C:8]([CH3:10])[CH:7]=[C:6](Cl)[C:3]=1[C:4]#[N:5].CN(C)C=[O:15]. No catalyst specified. The product is [Cl:1][C:2]1[N:9]=[C:8]([CH3:10])[CH:7]=[C:6]([OH:15])[C:3]=1[C:4]#[N:5]. The yield is 0.841. (5) The reactants are Br[CH:2]([CH3:15])[C:3]([C:5]1[CH:10]=[CH:9][C:8]([C:11]([F:14])([F:13])[F:12])=[CH:7][CH:6]=1)=O.[NH2:16][C:17]1[N:22]=[CH:21][CH:20]=[CH:19][N:18]=1. The catalyst is CCO. The product is [CH3:15][C:2]1[N:16]=[C:17]2[N:22]=[CH:21][CH:20]=[CH:19][N:18]2[C:3]=1[C:5]1[CH:10]=[CH:9][C:8]([C:11]([F:14])([F:13])[F:12])=[CH:7][CH:6]=1. The yield is 0.469. (6) The reactants are CS(O[CH2:6][CH2:7][CH2:8][C@@H:9](OS(C)(=O)=O)[CH3:10])(=O)=O.[CH2:16]([NH2:23])[C:17]1[CH:22]=[CH:21][CH:20]=[CH:19][CH:18]=1.[OH-].[Na+]. The catalyst is C(OCC)(=O)C. The product is [CH2:16]([N:23]1[CH2:10][CH2:9][CH2:8][C@H:7]1[CH3:6])[C:17]1[CH:22]=[CH:21][CH:20]=[CH:19][CH:18]=1. The yield is 1.00. (7) The reactants are [NH2:1][C:2]1[CH:7]=[C:6]([Cl:8])[N:5]=[C:4]([C:9]([O:11][CH3:12])=[O:10])[C:3]=1[Cl:13].[I:14](O)(=O)(=O)=O.II. The catalyst is CO. The product is [NH2:1][C:2]1[C:7]([I:14])=[C:6]([Cl:8])[N:5]=[C:4]([C:9]([O:11][CH3:12])=[O:10])[C:3]=1[Cl:13]. The yield is 0.790.